Dataset: Reaction yield outcomes from USPTO patents with 853,638 reactions. Task: Predict the reaction yield, written as a fraction of the theoretical maximum amount of product (1.0 means a 100% yield; for example, 0.34 means a 34% yield). (1) The reactants are Cl[C:2]([O:4][C:5]1[CH:10]=[CH:9][C:8]([N+:11]([O-:13])=[O:12])=[CH:7][CH:6]=1)=[O:3].[N:14]1[CH:19]=[CH:18][CH:17]=[CH:16][C:15]=1[S:20][S:21][CH2:22][CH2:23][OH:24].C(N(CC)C(C)C)(C)C. The catalyst is ClCCl. The product is [C:2](=[O:3])([O:24][CH2:23][CH2:22][S:21][S:20][C:15]1[CH:16]=[CH:17][CH:18]=[CH:19][N:14]=1)[O:4][C:5]1[CH:6]=[CH:7][C:8]([N+:11]([O-:13])=[O:12])=[CH:9][CH:10]=1. The yield is 0.810. (2) The reactants are [ClH:1].Cl.[CH3:3][C:4]([CH3:16])([CH2:9][N:10]1[CH2:15][CH2:14][NH:13][CH2:12][CH2:11]1)[C:5]([O:7]C)=[O:6].[Cl:17][C:18]1[CH:19]=[C:20]2[N:26]([CH:27]=1)[CH2:25][C:24]1[CH:28]=[C:29]([CH3:32])[CH:30]=[CH:31][C:23]=1[N:22]=[C:21]2Cl.C(=O)(O)[O-].[Na+].[OH-].[Li+]. The catalyst is O.C(O)(=O)C.C(#N)C. The product is [ClH:17].[ClH:1].[Cl:17][C:18]1[CH:19]=[C:20]2[N:26]([CH:27]=1)[CH2:25][C:24]1[CH:28]=[C:29]([CH3:32])[CH:30]=[CH:31][C:23]=1[N:22]=[C:21]2[N:13]1[CH2:14][CH2:15][N:10]([CH2:9][C:4]([CH3:16])([CH3:3])[C:5]([OH:7])=[O:6])[CH2:11][CH2:12]1. The yield is 0.113. (3) No catalyst specified. The product is [CH2:1]([O:3][C:4]([C:6]1[CH:7]=[N:8][C:9]2[C:14]([C:15]=1[Cl:20])=[CH:13][C:12]([I:17])=[CH:11][CH:10]=2)=[O:5])[CH3:2]. The yield is 0.980. The reactants are [CH2:1]([O:3][C:4]([C:6]1[C:15](=O)[C:14]2[C:9](=[CH:10][CH:11]=[C:12]([I:17])[CH:13]=2)[NH:8][CH:7]=1)=[O:5])[CH3:2].P(Cl)(Cl)([Cl:20])=O. (4) The reactants are [CH2:1]([O:8][C:9]1[CH:14]=[C:13]([CH3:15])[C:12]([N+:16]([O-:18])=[O:17])=[CH:11][C:10]=1[CH3:19])[C:2]1[CH:7]=[CH:6][CH:5]=[CH:4][CH:3]=1.[CH3:20][C:21]([N:23]([CH3:25])[CH3:24])=O.N1CCC[CH2:27]1. The catalyst is CN(C=O)C. The product is [CH2:1]([O:8][C:9]1[C:10]([CH3:19])=[CH:11][C:12]([N+:16]([O-:18])=[O:17])=[C:13]([CH:14]=1)[CH:15]=[CH:24][N:23]1[CH2:25][CH2:27][CH2:20][CH2:21]1)[C:2]1[CH:3]=[CH:4][CH:5]=[CH:6][CH:7]=1. The yield is 0.710. (5) The reactants are [Cl:1][CH2:2][CH2:3][CH2:4][CH:5]1[S:10](=[O:12])(=[O:11])[N:9]([C:13]2[CH:18]=[CH:17][CH:16]=[CH:15][C:14]=2[F:19])[C:8]2[CH:20]=[CH:21][CH:22]=[CH:23][C:7]=2[CH2:6]1.[CH3:24][NH2:25]. The catalyst is C(O)C. The product is [ClH:1].[F:19][C:14]1[CH:15]=[CH:16][CH:17]=[CH:18][C:13]=1[N:9]1[C:8]2[CH:20]=[CH:21][CH:22]=[CH:23][C:7]=2[CH2:6][CH:5]([CH2:4][CH2:3][CH2:2][NH:25][CH3:24])[S:10]1(=[O:12])=[O:11]. The yield is 1.00. (6) The reactants are C[O:2][C:3](=[O:26])[C:4]([CH3:25])([CH3:24])[CH:5]([CH:21]1[CH2:23][CH2:22]1)[NH:6][C:7]([C:9]1[C:17]2[C:12](=[N:13][CH:14]=[C:15]([CH:18]3[CH2:20][CH2:19]3)[N:16]=2)[NH:11][CH:10]=1)=[O:8].C1COCC1.O.O[Li].O. The catalyst is CO. The product is [CH:21]1([CH:5]([NH:6][C:7]([C:9]2[C:17]3[C:12](=[N:13][CH:14]=[C:15]([CH:18]4[CH2:20][CH2:19]4)[N:16]=3)[NH:11][CH:10]=2)=[O:8])[C:4]([CH3:24])([CH3:25])[C:3]([OH:26])=[O:2])[CH2:23][CH2:22]1. The yield is 0.990. (7) The reactants are [Cl-].O[NH3+:3].[C:4](=[O:7])([O-])[OH:5].[Na+].CS(C)=O.[CH3:13][C:14]1[N:15]([C:39]2[CH:44]=[CH:43][C:42]([O:45][C:46]3[CH:51]=[CH:50][CH:49]=[CH:48][CH:47]=3)=[CH:41][CH:40]=2)[C:16](=[O:38])[C:17]([CH2:23][C:24]2[CH:29]=[CH:28][C:27]([C:30]3[C:31]([C:36]#[N:37])=[CH:32][CH:33]=[CH:34][CH:35]=3)=[CH:26][CH:25]=2)=[C:18]([CH2:20][CH2:21][CH3:22])[N:19]=1. The catalyst is O.C(OCC)(=O)C. The product is [CH3:13][C:14]1[N:15]([C:39]2[CH:40]=[CH:41][C:42]([O:45][C:46]3[CH:51]=[CH:50][CH:49]=[CH:48][CH:47]=3)=[CH:43][CH:44]=2)[C:16](=[O:38])[C:17]([CH2:23][C:24]2[CH:25]=[CH:26][C:27]([C:30]3[CH:35]=[CH:34][CH:33]=[CH:32][C:31]=3[C:36]3[NH:3][C:4](=[O:7])[O:5][N:37]=3)=[CH:28][CH:29]=2)=[C:18]([CH2:20][CH2:21][CH3:22])[N:19]=1. The yield is 0.750.